This data is from Reaction yield outcomes from USPTO patents with 853,638 reactions. The task is: Predict the reaction yield, written as a fraction of the theoretical maximum amount of product (1.0 means a 100% yield; for example, 0.34 means a 34% yield). (1) The reactants are [NH2:1][C:2]1[C:11]2[N:12]=[C:13]([CH2:40][CH2:41][O:42][CH3:43])[N:14]([CH2:15][CH2:16][CH2:17][N:18]([CH2:27][C:28]3[C:29]([F:39])=[C:30]([CH:36]=[CH:37][CH:38]=3)[O:31][CH2:32][C:33]([OH:35])=[O:34])[C:19](=[O:26])[CH2:20][N:21]([CH2:24][CH3:25])[CH2:22][CH3:23])[C:10]=2[C:9]2[CH:8]=[CH:7][CH:6]=[CH:5][C:4]=2[N:3]=1.[CH:44](O)([CH3:46])[CH3:45]. No catalyst specified. The product is [NH2:1][C:2]1[C:11]2[N:12]=[C:13]([CH2:40][CH2:41][O:42][CH3:43])[N:14]([CH2:15][CH2:16][CH2:17][N:18]([CH2:27][C:28]3[C:29]([F:39])=[C:30]([CH:36]=[CH:37][CH:38]=3)[O:31][CH2:32][C:33]([O:35][CH:44]([CH3:46])[CH3:45])=[O:34])[C:19](=[O:26])[CH2:20][N:21]([CH2:24][CH3:25])[CH2:22][CH3:23])[C:10]=2[C:9]2[CH:8]=[CH:7][CH:6]=[CH:5][C:4]=2[N:3]=1. The yield is 0.740. (2) The reactants are Br[C:2]1[CH:8]=[C:7]([N+:9]([O-:11])=[O:10])[C:6]([F:12])=[CH:5][C:3]=1[NH2:4].[CH3:13][C:14]([CH3:18])([CH3:17])[C:15]#[CH:16].CCN(CC)CC. The catalyst is C1(C)C=CC=CC=1.O.[Cu]I.Cl[Pd](Cl)([P](C1C=CC=CC=1)(C1C=CC=CC=1)C1C=CC=CC=1)[P](C1C=CC=CC=1)(C1C=CC=CC=1)C1C=CC=CC=1. The yield is 0.460. The product is [CH3:13][C:14]([CH3:18])([CH3:17])[C:15]#[C:16][C:2]1[CH:8]=[C:7]([N+:9]([O-:11])=[O:10])[C:6]([F:12])=[CH:5][C:3]=1[NH2:4]. (3) The catalyst is C(O)C. The product is [O:1]1[CH2:7][CH2:6][CH2:5][N:4]([S:8]([C:11]2[S:15][C:14]([NH2:16])=[N:13][CH:12]=2)(=[O:10])=[O:9])[CH2:3][CH2:2]1. The reactants are [O:1]1[CH2:7][CH2:6][CH2:5][N:4]([S:8]([C:11]2[S:15][C:14]([NH:16]C(=O)C)=[N:13][CH:12]=2)(=[O:10])=[O:9])[CH2:3][CH2:2]1.Cl. The yield is 0.700. (4) The reactants are [Cl:1][C:2]1[C:7]([O:8][CH3:9])=[CH:6][CH:5]=[CH:4][C:3]=1[C:10](=[CH:16]N(C)C)[C:11](OCC)=[O:12].[NH2:20][C:21]([NH2:23])=[O:22].N[C@H](C(O)=O)CC1C=C2C(C=CC=C2)=CC=1.C[Si](Cl)(C)C.[OH-].[Na+]. The catalyst is C(#N)C. The yield is 0.820. The product is [Cl:1][C:2]1[C:7]([O:8][CH3:9])=[CH:6][CH:5]=[CH:4][C:3]=1[C:10]1[C:11](=[O:12])[NH:20][C:21](=[O:22])[NH:23][CH:16]=1. (5) The reactants are [C:1]([C:3]1[C:8]([CH3:9])=[CH:7][C:6]([NH:10][CH:11]2[CH2:16][CH2:15][N:14]([C:17]([O:19][C:20]([CH3:23])([CH3:22])[CH3:21])=[O:18])[CH2:13][CH2:12]2)=[C:5]([N+:24]([O-])=O)[CH:4]=1)#[N:2].O.NN. The catalyst is C(O)C.[Ni]. The product is [NH2:24][C:5]1[CH:4]=[C:3]([C:1]#[N:2])[C:8]([CH3:9])=[CH:7][C:6]=1[NH:10][CH:11]1[CH2:12][CH2:13][N:14]([C:17]([O:19][C:20]([CH3:23])([CH3:22])[CH3:21])=[O:18])[CH2:15][CH2:16]1. The yield is 0.850.